From a dataset of Forward reaction prediction with 1.9M reactions from USPTO patents (1976-2016). Predict the product of the given reaction. (1) Given the reactants [CH3:1][N:2]1[CH:11]=[C:10](B2OC(C)(C)C(C)(C)O2)[C:9]2[C:4](=[CH:5][CH:6]=[CH:7][CH:8]=2)[C:3]1=[O:21].Br[C:23]1[CH:28]=[C:27]([S:29]([CH3:32])(=[O:31])=[O:30])[CH:26]=[CH:25][C:24]=1[NH:33][CH:34]1[CH2:38][CH2:37][O:36][CH2:35]1.[O-]P([O-])([O-])=O.[K+].[K+].[K+], predict the reaction product. The product is: [CH3:1][N:2]1[CH:11]=[C:10]([C:23]2[CH:28]=[C:27]([S:29]([CH3:32])(=[O:31])=[O:30])[CH:26]=[CH:25][C:24]=2[NH:33][CH:34]2[CH2:38][CH2:37][O:36][CH2:35]2)[C:9]2[C:4](=[CH:5][CH:6]=[CH:7][CH:8]=2)[C:3]1=[O:21]. (2) Given the reactants [NH2:1][C@@H:2]1[C:11]2[C:6](=[CH:7][CH:8]=[CH:9][CH:10]=2)[C@H:5]([O:12][C:13]2[CH:14]=[CH:15][C:16]3[N:17]([C:19]([N:22](/C=C/C)/C=C/C)=[N:20][N:21]=3)[CH:18]=2)[CH2:4][CH2:3]1.ClC(Cl)(Cl)CO[C:33](=[O:51])[NH:34][C:35]1[N:36]([C:44]2[CH:49]=[CH:48][C:47]([CH3:50])=[CH:46][CH:45]=2)[N:37]=[C:38]([C:40]([CH3:43])([CH3:42])[CH3:41])[CH:39]=1.CCN(C(C)C)C(C)C, predict the reaction product. The product is: [NH2:22][C:19]1[N:17]2[CH:18]=[C:13]([O:12][C@H:5]3[C:6]4[C:11](=[CH:10][CH:9]=[CH:8][CH:7]=4)[C@@H:2]([NH:1][C:33]([NH:34][C:35]4[N:36]([C:44]5[CH:45]=[CH:46][C:47]([CH3:50])=[CH:48][CH:49]=5)[N:37]=[C:38]([C:40]([CH3:42])([CH3:41])[CH3:43])[CH:39]=4)=[O:51])[CH2:3][CH2:4]3)[CH:14]=[CH:15][C:16]2=[N:21][N:20]=1. (3) Given the reactants [OH:1][N:2]1[CH2:7][CH2:6][CH2:5][CH2:4][CH2:3]1.[CH:8]1([Mg]Cl)[CH2:13][CH2:12][CH2:11][CH2:10][CH2:9]1.[Cl-].[NH4+], predict the reaction product. The product is: [CH:8]1([CH:3]2[CH2:4][CH2:5][CH2:6][CH2:7][N:2]2[OH:1])[CH2:13][CH2:12][CH2:11][CH2:10][CH2:9]1. (4) Given the reactants [F:1][C:2]1([F:30])[CH2:10][C@@H:9]2[C@@H:5]([C@@H:6]([CH3:12])[O:7][C:8]2=[O:11])[C@@H:4](/[CH:13]=[CH:14]/[C:15]2[N:20]=[CH:19][C:18]([C:21]3[CH:28]=[CH:27][CH:26]=[CH:25][C:22]=3[C:23]#[N:24])=[CH:17][CH:16]=2)[C@@H:3]1[CH3:29].C[Si]([N-][Si](C)(C)C)(C)C.[Li+].Br[CH2:42][C:43]([O:45][C:46]([CH3:49])([CH3:48])[CH3:47])=[O:44], predict the reaction product. The product is: [C:23]([C:22]1[CH:25]=[CH:26][CH:27]=[CH:28][C:21]=1[C:18]1[CH:17]=[CH:16][C:15](/[CH:14]=[CH:13]/[C@@H:4]2[C@H:5]3[C@:9]([CH2:42][C:43]([O:45][C:46]([CH3:49])([CH3:48])[CH3:47])=[O:44])([C:8](=[O:11])[O:7][C@@H:6]3[CH3:12])[CH2:10][C:2]([F:1])([F:30])[C@H:3]2[CH3:29])=[N:20][CH:19]=1)#[N:24]. (5) Given the reactants [Br:1][C:2]1[CH:7]=[C:6]([C:8]([OH:10])=O)[N:5]=[C:4]([C:11]([OH:13])=O)[CH:3]=1.[NH2:14][C:15]1[CH:16]=[N:17][C:18]2[C:23]([CH:24]=1)=[CH:22][CH:21]=[CH:20][CH:19]=2.CCN=C=N[CH2:30][CH2:31][CH2:32][N:33]([CH3:35])C.[CH:36]1[CH:37]=[CH:38]C2N(O)N=NC=2[CH:41]=1.[CH3:46][N:47](C=O)C, predict the reaction product. The product is: [N:17]1[C:18]2[C:23](=[CH:22][CH:21]=[CH:20][CH:19]=2)[CH:24]=[C:15]([NH:14][C:11]([C:4]2[CH:3]=[C:2]([Br:1])[CH:7]=[C:6]([C:8]([NH:47][C:46]3[CH:35]=[N:33][C:32]4[C:31]([CH:30]=3)=[CH:38][CH:37]=[CH:36][CH:41]=4)=[O:10])[N:5]=2)=[O:13])[CH:16]=1. (6) Given the reactants FC(F)(F)C(O)=O.[CH:8]1([C:11]2[CH:19]=[N:18][CH:17]=[C:16]([F:20])[C:12]=2[C:13]([OH:15])=O)[CH2:10][CH2:9]1.[Cl:21][C:22]1[CH:23]=[C:24]([CH:28]=[CH:29][N:30]=1)[C:25]([NH2:27])=[NH:26].Cl.F[P-](F)(F)(F)(F)F.C[N+](C)=C(N(C)C)ON1C2N=CC=CC=2N=N1.C(N(CC)C(C)C)(C)C, predict the reaction product. The product is: [Cl:21][C:22]1[CH:23]=[C:24]([C:25](=[NH:26])[NH:27][C:13](=[O:15])[C:12]2[C:16]([F:20])=[CH:17][N:18]=[CH:19][C:11]=2[CH:8]2[CH2:9][CH2:10]2)[CH:28]=[CH:29][N:30]=1. (7) Given the reactants [C:1]([OH:20])(=[O:19])[CH2:2][CH2:3][CH2:4][CH2:5][CH2:6][CH2:7][CH2:8]/[CH:9]=[CH:10]\[CH2:11]/[CH:12]=[CH:13]\[CH2:14][CH2:15][CH2:16][CH2:17][CH3:18].[CH3:21][N:22]([CH3:28])[CH2:23][CH:24]([OH:27])[CH2:25]O.CCN=C=N[CH2:34][CH2:35][CH2:36]N(C)C.CCO[C:43]([CH3:45])=[O:44], predict the reaction product. The product is: [CH3:21][N:22]([CH3:28])[CH2:23][CH:24]([O:27][C:43](=[O:44])[CH2:45][CH2:13][CH2:12][CH2:11][CH2:10][CH2:9][CH2:8][CH:7]=[CH:6][CH2:5][CH:4]=[CH:3][CH2:2][CH2:1][CH2:36][CH2:35][CH3:34])[CH2:25][O:19][C:1](=[O:20])[CH2:2][CH2:3][CH2:4][CH2:5][CH2:6][CH2:7][CH2:8][CH:9]=[CH:10][CH2:11][CH:12]=[CH:13][CH2:14][CH2:15][CH2:16][CH2:17][CH3:18]. (8) Given the reactants [Cl:1][C:2]1[CH:3]=[C:4]([C@@H:12]([CH2:22][CH:23]2[CH2:27][CH2:26][CH2:25][CH2:24]2)[C:13](NC2C=CN(C)N=2)=[O:14])[CH:5]=[CH:6][C:7]=1[S:8]([CH3:11])(=[O:10])=[O:9].C(Cl)(=O)C(Cl)=O.N1C(C)=CC=CC=1C.[CH:42]([N:45]1[CH:49]=[CH:48][C:47]([NH2:50])=[N:46]1)([CH3:44])[CH3:43], predict the reaction product. The product is: [Cl:1][C:2]1[CH:3]=[C:4]([C@@H:12]([CH2:22][CH:23]2[CH2:27][CH2:26][CH2:25][CH2:24]2)[C:13]([NH:50][C:47]2[CH:48]=[CH:49][N:45]([CH:42]([CH3:44])[CH3:43])[N:46]=2)=[O:14])[CH:5]=[CH:6][C:7]=1[S:8]([CH3:11])(=[O:9])=[O:10].